From a dataset of Full USPTO retrosynthesis dataset with 1.9M reactions from patents (1976-2016). Predict the reactants needed to synthesize the given product. (1) Given the product [Br:33][C:21]1[S:20][C:19]([C:17]2[S:18][C:12]3[C:11](=[O:24])[N:10]([C:4]4[C:5]([CH3:9])=[CH:6][C:7]([CH3:8])=[C:2]([Cl:1])[C:3]=4[CH3:25])[C:14](=[O:15])[C:13]=3[CH:16]=2)=[CH:23][CH:22]=1, predict the reactants needed to synthesize it. The reactants are: [Cl:1][C:2]1[C:3]([CH3:25])=[C:4]([N:10]2[C:14](=[O:15])[C:13]3[CH:16]=[C:17]([C:19]4[S:20][CH:21]=[CH:22][CH:23]=4)[S:18][C:12]=3[C:11]2=[O:24])[C:5]([CH3:9])=[CH:6][C:7]=1[CH3:8].C1C(=O)N([Br:33])C(=O)C1. (2) Given the product [C:24]([O:23][C:21]([N:16]1[CH2:17][C@@H:18]([Cl:20])[CH2:19][C@H:15]1[CH:13]=[O:12])=[O:22])([CH3:27])([CH3:26])[CH3:25], predict the reactants needed to synthesize it. The reactants are: [H-].C([Al+]CC(C)C)C(C)C.C[O:12][C:13]([C@@H:15]1[CH2:19][C@H:18]([Cl:20])[CH2:17][N:16]1[C:21]([O:23][C:24]([CH3:27])([CH3:26])[CH3:25])=[O:22])=O. (3) Given the product [F:42][CH:40]([F:41])[C:32]1[N:31]([C:21]2[N:22]=[C:23]([N:25]3[CH2:26][CH2:27][O:28][CH2:29][CH2:30]3)[N:24]=[C:19]([NH:1][C:2]3[CH:3]=[N:4][CH:5]=[N:6][CH:7]=3)[N:20]=2)[C:35]2[CH:36]=[CH:37][CH:38]=[CH:39][C:34]=2[N:33]=1, predict the reactants needed to synthesize it. The reactants are: [NH2:1][C:2]1[CH:3]=[N:4][CH:5]=[N:6][CH:7]=1.C[Si]([N-][Si](C)(C)C)(C)C.[Na+].Cl[C:19]1[N:24]=[C:23]([N:25]2[CH2:30][CH2:29][O:28][CH2:27][CH2:26]2)[N:22]=[C:21]([N:31]2[C:35]3[CH:36]=[CH:37][CH:38]=[CH:39][C:34]=3[N:33]=[C:32]2[CH:40]([F:42])[F:41])[N:20]=1. (4) Given the product [C:1]([C:3]1[CH:4]=[C:5]([CH2:10][CH2:11][C:12]2([OH:25])[CH2:17][CH2:16][N:15]([C:18]([O:20][C:21]([CH3:23])([CH3:22])[CH3:24])=[O:19])[CH2:14][CH2:13]2)[CH:6]=[CH:7][C:8]=1[F:9])#[N:2], predict the reactants needed to synthesize it. The reactants are: [C:1]([C:3]1[CH:4]=[C:5]([C:10]#[C:11][C:12]2([OH:25])[CH2:17][CH2:16][N:15]([C:18]([O:20][C:21]([CH3:24])([CH3:23])[CH3:22])=[O:19])[CH2:14][CH2:13]2)[CH:6]=[CH:7][C:8]=1[F:9])#[N:2]. (5) Given the product [CH2:19]([O:26][C:27]([N:29]1[CH2:30][CH2:31][CH:32]([C:35]2[CH:36]=[C:37]([C:39]3[CH:40]=[CH:41][C:42]([O:45][CH2:46][C:47]4[CH:48]=[CH:49][CH:50]=[CH:51][CH:52]=4)=[CH:43][CH:44]=3)[N:10]([C:7]3[CH:8]=[CH:9][C:4]([O:3][CH3:2])=[CH:5][CH:6]=3)[N:11]=2)[CH2:33][CH2:34]1)=[O:28])[C:20]1[CH:21]=[CH:22][CH:23]=[CH:24][CH:25]=1, predict the reactants needed to synthesize it. The reactants are: Cl.[CH3:2][O:3][C:4]1[CH:9]=[CH:8][C:7]([NH:10][NH2:11])=[CH:6][CH:5]=1.C(N(CC)CC)C.[CH2:19]([O:26][C:27]([N:29]1[CH2:34][CH2:33][CH:32]([C:35](=O)[CH2:36][C:37]([C:39]2[CH:44]=[CH:43][C:42]([O:45][CH2:46][C:47]3[CH:52]=[CH:51][CH:50]=[CH:49][CH:48]=3)=[CH:41][CH:40]=2)=O)[CH2:31][CH2:30]1)=[O:28])[C:20]1[CH:25]=[CH:24][CH:23]=[CH:22][CH:21]=1. (6) Given the product [CH:14]1([CH2:13][O:12][C:7]2[C:2]([C:23]3[CH:24]=[CH:25][C:20]([O:19][C:18]([F:30])([F:29])[F:17])=[CH:21][CH:22]=3)=[CH:3][C:4]([C:9]([NH:32][CH2:33][CH:34]3[CH2:39][CH2:38][CH2:37][CH2:36][CH:35]3[OH:40])=[O:11])=[CH:5][N:6]=2)[CH2:16][CH2:15]1, predict the reactants needed to synthesize it. The reactants are: Br[C:2]1[CH:3]=[C:4]([C:9]([OH:11])=O)[CH:5]=[N:6][C:7]=1Cl.[OH:12][CH2:13][CH:14]1[CH2:16][CH2:15]1.[F:17][C:18]([F:30])([F:29])[O:19][C:20]1[CH:25]=[CH:24][C:23](B(O)O)=[CH:22][CH:21]=1.Cl.[NH2:32][CH2:33][C@H:34]1[CH2:39][CH2:38][CH2:37][CH2:36][C@H:35]1[OH:40]. (7) Given the product [CH2:17]([C:19]1[CH:24]=[CH:23][C:22]([C:2]2[CH:3]=[C:4]([C:8]([NH:10][C:11]3[CH:16]=[CH:15][CH:14]=[CH:13][CH:12]=3)=[O:9])[CH:5]=[N:6][CH:7]=2)=[CH:21][CH:20]=1)[CH3:18], predict the reactants needed to synthesize it. The reactants are: Br[C:2]1[CH:3]=[C:4]([C:8]([NH:10][C:11]2[CH:16]=[CH:15][CH:14]=[CH:13][CH:12]=2)=[O:9])[CH:5]=[N:6][CH:7]=1.[CH2:17]([C:19]1[CH:24]=[CH:23][C:22](B(O)O)=[CH:21][CH:20]=1)[CH3:18]. (8) Given the product [Br:23][C:12]1[N:8]([C:6]([O:5][C:1]([CH3:4])([CH3:2])[CH3:3])=[O:7])[C:9]([C:13]2[CH:22]=[CH:21][C:16]([C:17]([O:19][CH3:20])=[O:18])=[CH:15][N:14]=2)=[CH:10][CH:11]=1, predict the reactants needed to synthesize it. The reactants are: [C:1]([O:5][C:6]([N:8]1[CH:12]=[CH:11][CH:10]=[C:9]1[C:13]1[CH:22]=[CH:21][C:16]([C:17]([O:19][CH3:20])=[O:18])=[CH:15][N:14]=1)=[O:7])([CH3:4])([CH3:3])[CH3:2].[Br:23]N1C(=O)CCC1=O.O.